From a dataset of Drug-target binding data from BindingDB using IC50 measurements. Regression. Given a target protein amino acid sequence and a drug SMILES string, predict the binding affinity score between them. We predict pIC50 (pIC50 = -log10(IC50 in M); higher means more potent). Dataset: bindingdb_ic50. (1) The small molecule is CC(C)=CCn1c(N2CCNCC2)nc2c1c(=O)[nH]c(=O)n2C. The target protein (P81425) has sequence MKTPWKVLLGLLAIAALVTVITVPVVLLTKGNDASTDSRRTYTLADYLKNTFRMKFYNLRWVSDHEYLYKQENNILLFNAEYGNSSIFLENSTFDEFGHSINDYSVSPDRQYILFEYNYVKQWRHSYTASYDIYDLNKRQLITEERIPNNTQWITWSSVGHKLAYVWNNDIYVKNEPNSPSQRITWTGKKDVIYNGITDWVYEEEVFSAYSALWWSPNSTFLAYAQFNDTEVPLIEYSFYSDESLQYPKTVKIPYPKAGAVNPTIKFFVVNISSLSPNINATSQQIVPPGSVLIGDHYLCDVTWVTEERISLQWLRRIQNYSIMDICDYDRSTGRWISSVGRQHIEISTTGWVGRFRPAEPHFTSDGNSFYKIISNEEGYKHICHFQTDKRNCTFITKGAWEVIGIEALTSDYLYYISNEYKGMPGARNLYKIQLNDYTKVTCLSCELNPDRCQYYSVSFSQEAKYYQLRCSGPGLPLYTLHNSNNDKELRVLENNSDLD.... The pIC50 is 6.2. (2) The small molecule is CC(=O)NCCc1ccc(O)c(-c2c(O)c(O)c3c(c2O)C(=O)c2c(cc(O)c(C(=O)O)c2C(=O)O)C3=O)c1. The target protein sequence is TKLVYQIFDTFFAEQIEKDDREDKENAFKRRRCGVCEVCQQPECGKCKACKDMVKFGGSGRSKQACQERRCPNMAMKEADDDEEVDDNIPEMPSPKKMHQGKKKKQNKNRISWVGEAVKTDGKKSYYKKVCIDAETLEVGDCVSVIPDDSSKPLYLARVTALWEDSSNGQMFHAHWFCAGTDTVLGATSDPLELFLVDECEDMQLSYIHSKVKVIYKAPSENWAMEGGMDPESLLEGDDGKTYFYQLWYDQDYARFESPPKTQPTEDNKFKFCVSCARLAEMRQKEIPRVLEQLEDLDSRVLYYSATKNGILYRVGDGVYLPPEAFTFNIKLSSPVKRPRKEPVDEDLYPEHYRKYSDYIKGSNLDAPEPYRIGRIKEIFCPKKSNGRPNETDIKIRVNKFYRPENTHKSTPASYHADINLLYWSDEEAVVDFKAVQGRCTVEYGEDLPECVQVYSMGGPNRFYFLEAYNAKSKSFEDPPNHARSPGNKGKGKGKGKGKP.... The pIC50 is 4.6. (3) The drug is CC[C@H](C)[C@H](NC(C)=O)C(=O)N[C@H](C(=O)N[C@@H](C)C(=O)NC(CCC(=O)N(C)C)C(=O)C(=O)NCCC(=O)O)[C@@H](C)O. The target protein sequence is MMLNKKVVALCTLTLHLFCIFLCLGKEVRSEENGKIQDDAKKIVSELRFLEKVEDVIEKSNIGGNEVDADENSFNPDTEVPIEEIEEIKMRELKDVKEEKNKNDNHNNNNNNNNISSSSSSSSNTFGEEKEEVSKKKKKLRLIVSENHATTPSFFQESLLEPDVLSFLESKGNLSNLKNINSMIIELKEDTTDDELISYIKILEEKGALIESDKLVSADNIDISGIKDAIRRGEENIDVNDYKSMLEVENDAEDYDKMFGMFNESHAATSKRKRHSTNERGYDTFSSPSYKTYSKSDYLYDDDNNNNNYYYSHSSNGHNSSSRNSSSSRSRPGKYHFNDEFRNLQWGLDLSRLDETQELINEHQVMSTRICVIDSGIDYNHPDLKDNIELNLKELHGRKGFDDDNNGIVDDIYGANFVNNSGNPMDDNYHGTHVSGIISAIGNNNIGVVGVDVNSKLIICKALDEHKLGRLGDMFKCLDYCISRNAHMINGSFSFDEYSG.... The pIC50 is 4.3. (4) The small molecule is Cc1c(C(=O)Nc2ccc(F)c(Cl)c2)cccc1[N+](=O)[O-]. The target protein sequence is MISKLKPQFMFLPKKHILSYCRKDVLNLFEQKFYYTSKRKESNNMKNESLLRLINYNRYYNKIDSNNYYNGGKILSNDRQYIYSPLCEYKKKINDISSYVSVPFKINIRNLGTSNFVNNKKDVLDNDYIYENIKKEKSKHKKIIFLLFVSLFGLYGFFESYNPEFFLYDIFLKFCLKYIDGEICADLFLLLGKYNILPYDTSNDSIYACTNIKHLDFINPFGVAAGFDKNGVCIDSILKLGFSFIEIGTITPRGQTGNAKPRIFRDVESRSIINSCGFNNMGCDKVTENLILFRKRQEEDKLLSKHIVGVSIGKNKDTVNIVDDLKYCINKIGRYADYIAINVSSPNTPGLRDNQEAGKLKNIILSVKEEIDNLEKNNIMNDESTYNEDNKIVEKKNNFNKNNSHMMKDAKDNFLWFNTTKKKPLVFVKLAPDLNQEQKKEIADVLLETNIDGMIISNTTTQINDIKSFENKKGGVSGAKLKDISTKFICEMYNYTNKQI.... The pIC50 is 3.9. (5) The compound is O=C(CCCCCCSc1nc(CCc2ccccc2)cc(=O)[nH]1)NO. The target protein sequence is MEVGGQEVKPGATVSCKVGDGLVIHLSQAALGESKKASENAILSVNIDDKKLVLGTLSVEKHPQISCDLVFDKDFELPHNSKTRSVFFRGYKSPVPLFESNSGEDSSDEELKTDQIPLQNNEIKISAAKVPAKDDDDDVFIILAMMMMIYSSDDDDDDFTTSDSDNEMSEEDDSSDEDEMSEEDDSSDEDEMSGGADPSDDSSDESGSEHTSAPKKTDVVVGKKRAIKAEAPYGKKAKSEQSSQKTGDKASTSHPAKQSIKTPADKSRKTPTADKKSPKSGSHGCK. The pIC50 is 7.1. (6) The drug is CC(C)C[C@H](NC(CCc1ccccc1)P(=O)(O)O)C(=O)N[C@@H](Cc1c[nH]c2ccccc12)C(=O)O. The target protein (P42891) has sequence MMSTYKRATLDEEDLVDSLSESDVYPNHLQVNFRGPRNGQRCWAARTPVEKRLVVLVALLAAALVACLAVLGIQYQTRTPSVCLSEACISVTSSILSSMDPTVDPCQDFFTYACGGWIKANPVPDGHSRWGTFSNLWEHNQAIIKHLLENSTASVSEAERKAQVYYRACMNETRIEELKAKPLMELIEKLGGWNITGPWDKDNFQDTLQVVTSHYHTSPFFSVYVSADSKNSNSNVIQVDQSGLGLPSRDYYLNKTENEKVLTGYLNYMVQLGKLLGGGAEDTIRPQMQQILDFETALANITIPQEKRRDEELIYHKVTAAELQTLAPAINWLPFLNTIFYPVEINESEPIVIYDKEYLSKVSTLINSTDKCLLNNYMIWNLVRKTSSFLDQRFQDADEKFMEVMYGTKKTCLPRWKFCVSDTENTLGFALGPMFVKATFAEDSKNIASEIILEIKKAFEESLSTLKWMDEDTRKSAKEKADAIYNMIGYPNFIMDPKEL.... The pIC50 is 6.0.